This data is from Full USPTO retrosynthesis dataset with 1.9M reactions from patents (1976-2016). The task is: Predict the reactants needed to synthesize the given product. Given the product [O:1]1[C:2]2=[CH:3][S:4][CH:5]=[C:6]2[O:7][C:8]1=[O:9], predict the reactants needed to synthesize it. The reactants are: [OH:1][C:2]1[C:6]([OH:7])=[CH:5][S:4][CH:3]=1.[C:8](=O)(OC)[O:9]C.